Dataset: Catalyst prediction with 721,799 reactions and 888 catalyst types from USPTO. Task: Predict which catalyst facilitates the given reaction. (1) Reactant: [NH2:1][C:2]1[CH:3]=[C:4]([C:8]2[C:12]([C:13]3[CH:18]=[CH:17][N:16]=[C:15]([NH:19][C:20]([CH3:23])([CH3:22])[CH3:21])[CH:14]=3)=[CH:11][N:10]([CH2:24][C:25]3[CH:30]=[CH:29][C:28]([O:31][CH3:32])=[CH:27][CH:26]=3)[N:9]=2)[CH:5]=[CH:6][CH:7]=1.[F:33][C:34]([F:45])([F:44])[C:35]1[CH:40]=[CH:39][C:38]([N:41]=[C:42]=[O:43])=[CH:37][CH:36]=1.[Na]. The catalyst class is: 9. Product: [C:20]([NH:19][C:15]1[CH:14]=[C:13]([C:12]2[C:8]([C:4]3[CH:3]=[C:2]([NH:1][C:42]([NH:41][C:38]4[CH:37]=[CH:36][C:35]([C:34]([F:33])([F:44])[F:45])=[CH:40][CH:39]=4)=[O:43])[CH:7]=[CH:6][CH:5]=3)=[N:9][N:10]([CH2:24][C:25]3[CH:26]=[CH:27][C:28]([O:31][CH3:32])=[CH:29][CH:30]=3)[CH:11]=2)[CH:18]=[CH:17][N:16]=1)([CH3:23])([CH3:22])[CH3:21]. (2) Reactant: [CH3:1][C:2]1[C:7]([O:8][CH3:9])=[CH:6][CH:5]=[CH:4][C:3]=1[OH:10].CNC(=O)[C:14]1[CH:19]=[C:18](F)[C:17]([Cl:21])=[CH:16][C:15]=1[F:22].C(=O)([O-])[O-].[K+].[K+].C(OC(C)C)(C)C.[CH3:37][N:38]([CH:40]=[O:41])C. Product: [Cl:21][C:17]1[C:18]([O:10][C:3]2[CH:4]=[CH:5][CH:6]=[C:7]([O:8][CH3:9])[C:2]=2[CH3:1])=[C:19]([CH:14]=[C:15]([F:22])[CH:16]=1)[C:40]([NH:38][CH3:37])=[O:41]. The catalyst class is: 6.